From a dataset of Full USPTO retrosynthesis dataset with 1.9M reactions from patents (1976-2016). Predict the reactants needed to synthesize the given product. (1) Given the product [CH3:3][C:4]1([CH3:22])[N:8]([CH2:24][C:25]2[C:34]3[C:29](=[CH:30][CH:31]=[C:32]([O:35][CH3:36])[CH:33]=3)[N:28]=[CH:27][CH:26]=2)[C:7](=[O:9])[N:6]([C:10]2[CH:15]=[CH:14][C:13]([O:16][C:17]([F:20])([F:19])[F:18])=[CH:12][CH:11]=2)[C:5]1=[O:21], predict the reactants needed to synthesize it. The reactants are: [H-].[Na+].[CH3:3][C:4]1([CH3:22])[NH:8][C:7](=[O:9])[N:6]([C:10]2[CH:15]=[CH:14][C:13]([O:16][C:17]([F:20])([F:19])[F:18])=[CH:12][CH:11]=2)[C:5]1=[O:21].Cl[CH2:24][C:25]1[C:34]2[C:29](=[CH:30][CH:31]=[C:32]([O:35][CH3:36])[CH:33]=2)[N:28]=[CH:27][CH:26]=1.O. (2) The reactants are: Br[C:2]1[CH:3]=[C:4]([CH2:8][N:9]2[C:13]3[CH:14]=[CH:15][CH:16]=[CH:17][C:12]=3[S:11][C:10]2=[O:18])[CH:5]=[N:6][CH:7]=1.[CH3:19][N:20]1[C:29]2[C:24](=[CH:25][C:26](B3OC(C)(C)C(C)(C)O3)=[CH:27][CH:28]=2)[CH2:23][CH2:22][C:21]1=[O:39].CN(C=O)C.C([O-])([O-])=O.[Na+].[Na+]. Given the product [CH3:19][N:20]1[C:29]2[C:24](=[CH:25][C:26]([C:2]3[CH:7]=[N:6][CH:5]=[C:4]([CH2:8][N:9]4[C:13]5[CH:14]=[CH:15][CH:16]=[CH:17][C:12]=5[S:11][C:10]4=[O:18])[CH:3]=3)=[CH:27][CH:28]=2)[CH2:23][CH2:22][C:21]1=[O:39], predict the reactants needed to synthesize it.